This data is from Full USPTO retrosynthesis dataset with 1.9M reactions from patents (1976-2016). The task is: Predict the reactants needed to synthesize the given product. (1) Given the product [Cl:1][C:2]1[N:3]=[CH:4][C:5]([C:6](=[O:7])[CH2:14][CH3:15])=[CH:12][CH:13]=1, predict the reactants needed to synthesize it. The reactants are: [Cl:1][C:2]1[CH:13]=[CH:12][C:5]([C:6](N(OC)C)=[O:7])=[CH:4][N:3]=1.[CH2:14]([Mg]Cl)[CH3:15].CCOCC.[Cl-].[NH4+]. (2) Given the product [CH3:40][S:39][C:35]1[N:36]=[C:37]([C:9]2[C:17]3[C:12](=[N:13][CH:14]=[CH:15][CH:16]=3)[N:11]([S:18]([C:21]3[CH:22]=[CH:23][CH:24]=[C:25]4[C:30]=3[N:29]=[CH:28][CH:27]=[CH:26]4)(=[O:20])=[O:19])[CH:10]=2)[CH:38]=[CH:33][N:34]=1, predict the reactants needed to synthesize it. The reactants are: CC1(C)C(C)(C)OB([C:9]2[C:17]3[C:12](=[N:13][CH:14]=[CH:15][CH:16]=3)[N:11]([S:18]([C:21]3[CH:22]=[CH:23][CH:24]=[C:25]4[C:30]=3[N:29]=[CH:28][CH:27]=[CH:26]4)(=[O:20])=[O:19])[CH:10]=2)O1.I[C:33]1[CH:38]=[CH:37][N:36]=[C:35]([S:39][CH3:40])[N:34]=1.C(OCC)(=O)C.